From a dataset of Forward reaction prediction with 1.9M reactions from USPTO patents (1976-2016). Predict the product of the given reaction. (1) The product is: [Cl:23][C:24]1[CH:25]=[C:26]([C:27]([N:41]2[C:42]3[C:38](=[CH:37][C:36]([F:35])=[CH:44][CH:43]=3)[CH2:39][CH2:40]2)=[O:29])[CH:30]=[C:31]([O:33][CH3:34])[N:32]=1. Given the reactants CN(C(ON1N=NC2C=CC=CC1=2)=[N+](C)C)C.[B-](F)(F)(F)F.[Cl:23][C:24]1[CH:25]=[C:26]([CH:30]=[C:31]([O:33][CH3:34])[N:32]=1)[C:27]([OH:29])=O.[F:35][C:36]1[CH:37]=[C:38]2[C:42](=[CH:43][CH:44]=1)[NH:41][CH2:40][CH2:39]2.C(N(CC)CC)C, predict the reaction product. (2) The product is: [C:1]([N:4]1[CH2:9][CH2:8][C:7]([C:18]2[CH:31]=[CH:30][C:21]([O:22][CH2:23][C:24](=[O:29])[C:25]([CH3:26])([CH3:27])[CH3:28])=[C:20]([CH3:32])[CH:19]=2)([C:10]2[CH:15]=[CH:14][C:13]([O:16][CH2:47][CH:48]([OH:49])[CH2:50][OH:51])=[C:12]([CH3:17])[CH:11]=2)[CH2:6][CH2:5]1)(=[O:3])[CH3:2]. Given the reactants [C:1]([N:4]1[CH2:9][CH2:8][C:7]([C:18]2[CH:31]=[CH:30][C:21]([O:22][CH2:23][C:24](=[O:29])[C:25]([CH3:28])([CH3:27])[CH3:26])=[C:20]([CH3:32])[CH:19]=2)([C:10]2[CH:15]=[CH:14][C:13]([OH:16])=[C:12]([CH3:17])[CH:11]=2)[CH2:6][CH2:5]1)(=[O:3])[CH3:2].ClCC(=O)C(C)(C)C.C(=O)([O-])[O-].[Cs+].[Cs+].[CH2:47]1[O:49][C@H:48]1[CH2:50][OH:51], predict the reaction product. (3) The product is: [CH3:17][O:16][C:14]([C:13]1[CH:3]=[CH:2][O:12][C:11]=1[CH2:10][C:8]([O:7][CH3:6])=[O:9])=[O:15]. Given the reactants Cl[CH2:2][CH:3]=O.O.[CH3:6][O:7][C:8]([CH2:10][C:11]([CH2:13][C:14]([O:16][CH3:17])=[O:15])=[O:12])=[O:9].N1C=CC=CC=1, predict the reaction product.